From a dataset of Forward reaction prediction with 1.9M reactions from USPTO patents (1976-2016). Predict the product of the given reaction. Given the reactants [H-].C([Al+]CC(C)C)C(C)C.C1(C)C=CC=CC=1.[C:18]([O:22][C:23]([N:25]1[CH2:30][CH2:29][C:28](=[CH:31][C:32](OC)=[O:33])[CH:27]([CH3:36])[CH2:26]1)=[O:24])([CH3:21])([CH3:20])[CH3:19].C(O)C, predict the reaction product. The product is: [C:18]([O:22][C:23]([N:25]1[CH2:30][CH2:29][C:28](=[CH:31][CH2:32][OH:33])[CH:27]([CH3:36])[CH2:26]1)=[O:24])([CH3:21])([CH3:20])[CH3:19].